From a dataset of Forward reaction prediction with 1.9M reactions from USPTO patents (1976-2016). Predict the product of the given reaction. (1) Given the reactants [C:1]([O:5][C:6](=[O:36])[NH:7][C@@H:8]1[C@@H:13]([OH:14])[C@H:12]([CH2:15][C:16]2[CH:21]=[C:20]([O:22][C@H:23]([CH2:28][O:29][CH3:30])[C:24]([F:27])([F:26])[F:25])[C:19]([N+:31]([O-])=O)=[C:18]([F:34])[CH:17]=2)[CH2:11][S@@:10](=[O:35])[CH2:9]1)([CH3:4])([CH3:3])[CH3:2], predict the reaction product. The product is: [C:1]([O:5][C:6](=[O:36])[NH:7][C@@H:8]1[C@@H:13]([OH:14])[C@H:12]([CH2:15][C:16]2[CH:21]=[C:20]([O:22][C@H:23]([CH2:28][O:29][CH3:30])[C:24]([F:25])([F:27])[F:26])[C:19]([NH2:31])=[C:18]([F:34])[CH:17]=2)[CH2:11][S@@:10](=[O:35])[CH2:9]1)([CH3:4])([CH3:2])[CH3:3]. (2) Given the reactants C1(CN2CCN(C3SC(C(O)=O)=CN=3)C2=O)CC1.[F:19][C:20]1[CH:44]=[CH:43][C:23]([CH2:24][N:25]2[CH2:29][CH2:28][N:27]([C:30]3[S:31][C:32]([C:39]([OH:41])=O)=[C:33]([C:35]([F:38])([F:37])[F:36])[N:34]=3)[C:26]2=[O:42])=[CH:22][CH:21]=1.[N:45]1[CH:50]=[CH:49][CH:48]=[C:47]([CH2:51][NH2:52])[CH:46]=1, predict the reaction product. The product is: [F:19][C:20]1[CH:44]=[CH:43][C:23]([CH2:24][N:25]2[CH2:29][CH2:28][N:27]([C:30]3[S:31][C:32]([C:39]([NH:52][CH2:51][C:47]4[CH:46]=[N:45][CH:50]=[CH:49][CH:48]=4)=[O:41])=[C:33]([C:35]([F:37])([F:36])[F:38])[N:34]=3)[C:26]2=[O:42])=[CH:22][CH:21]=1. (3) Given the reactants [C:1]([C:4]1[C:9](=[O:10])[C:8]([O:11][CH3:12])=[CH:7][N:6]([C:13]2[CH:18]=[C:17]([F:19])[C:16]([Br:20])=[CH:15][C:14]=2[F:21])[N:5]=1)(=O)[CH3:2].[CH3:22]OC(OC)N(C)C.[C:30]1([NH:36][NH2:37])[CH:35]=[CH:34][CH:33]=[CH:32][CH:31]=1, predict the reaction product. The product is: [Br:20][C:16]1[C:17]([F:19])=[CH:18][C:13]([N:6]2[CH:7]=[C:8]([O:11][CH3:12])[C:9](=[O:10])[C:4]([C:1]3[N:36]([C:30]4[CH:35]=[CH:34][CH:33]=[CH:32][CH:31]=4)[N:37]=[CH:22][CH:2]=3)=[N:5]2)=[C:14]([F:21])[CH:15]=1. (4) Given the reactants [CH:1]([N:4]1[C:8]([C:9]2[N:10]=[C:11]3[C:17]4[CH:18]=[C:19]([C:22](O)=[O:23])[CH:20]=[CH:21][C:16]=4[O:15][CH2:14][CH2:13][N:12]3[CH:25]=2)=[N:7][CH:6]=[N:5]1)([CH3:3])[CH3:2].C[N:27](C)C=O.C(N(CC)C(C)C)(C)C.F[P-](F)(F)(F)(F)F.C[N+](C)=C(N(C)C)ON1C2N=CC=CC=2N=N1, predict the reaction product. The product is: [CH:1]([N:4]1[C:8]([C:9]2[N:10]=[C:11]3[C:17]4[CH:18]=[C:19]([C:22]([NH2:27])=[O:23])[CH:20]=[CH:21][C:16]=4[O:15][CH2:14][CH2:13][N:12]3[CH:25]=2)=[N:7][CH:6]=[N:5]1)([CH3:2])[CH3:3]. (5) Given the reactants [Cl:1][C:2]1[CH:3]=[CH:4][C:5]([CH3:15])=[C:6]([C:8]2[C:12]([NH2:13])=[CH:11][N:10]([CH3:14])[N:9]=2)[CH:7]=1.[Cl:16][C:17]1[CH:22]=[CH:21][N:20]2[N:23]=[CH:24][C:25]([C:26](Cl)=[O:27])=[C:19]2[N:18]=1.C(N(CC)CC)C, predict the reaction product. The product is: [Cl:16][C:17]1[CH:22]=[CH:21][N:20]2[N:23]=[CH:24][C:25]([C:26]([NH:13][C:12]3[C:8]([C:6]4[CH:7]=[C:2]([Cl:1])[CH:3]=[CH:4][C:5]=4[CH3:15])=[N:9][N:10]([CH3:14])[CH:11]=3)=[O:27])=[C:19]2[N:18]=1. (6) Given the reactants C(OC([N:8]1[CH2:12][C:11](=[N:13][O:14][CH3:15])[CH2:10][C@H:9]1[C:16]([OH:18])=O)=O)(C)(C)C.[C:19]1([C:29]2[CH:34]=[CH:33][CH:32]=[CH:31][CH:30]=2)[CH:24]=[CH:23][C:22]([S:25](Cl)(=[O:27])=[O:26])=[CH:21][CH:20]=1.[NH2:35][CH2:36][CH:37]([C:39]1[CH:44]=[CH:43][C:42]([N+:45]([O-:47])=[O:46])=[CH:41][CH:40]=1)[OH:38], predict the reaction product. The product is: [C:19]1([C:29]2[CH:34]=[CH:33][CH:32]=[CH:31][CH:30]=2)[CH:24]=[CH:23][C:22]([S:25]([N:8]2[CH2:12][C:11](=[N:13][O:14][CH3:15])[CH2:10][C@H:9]2[C:16]([NH:35][CH2:36][CH:37]([OH:38])[C:39]2[CH:40]=[CH:41][C:42]([N+:45]([O-:47])=[O:46])=[CH:43][CH:44]=2)=[O:18])(=[O:27])=[O:26])=[CH:21][CH:20]=1. (7) Given the reactants [CH3:1][C:2]1([CH3:13])[C:10]2[C:5](=[C:6]([NH2:11])[CH:7]=[CH:8][CH:9]=2)[C@H:4]([CH3:12])[CH2:3]1.[H][H], predict the reaction product. The product is: [CH3:1][C:2]1([CH3:13])[C:10]2[C:5](=[C:6]([NH2:11])[CH:7]=[CH:8][CH:9]=2)[CH:4]([CH3:12])[CH2:3]1. (8) Given the reactants [Li+].[Cl-].[CH3:3][O:4][C:5]([CH2:7]P(OC)(OC)=O)=[O:6].C1CCN2C(=NCCC2)CC1.[O:25]1[CH2:30][CH2:29][CH2:28][CH2:27][CH:26]1[O:31][C:32]1[CH:33]=[C:34]([C:38]23[CH2:45][CH2:44][C:41]([CH2:46][CH2:47][CH:48]=O)([CH2:42][CH2:43]2)[CH2:40][O:39]3)[CH:35]=[CH:36][CH:37]=1, predict the reaction product. The product is: [O:25]1[CH2:30][CH2:29][CH2:28][CH2:27][CH:26]1[O:31][C:32]1[CH:33]=[C:34]([C:38]23[CH2:45][CH2:44][C:41]([CH2:46][CH2:47]/[CH:48]=[CH:7]/[C:5]([O:4][CH3:3])=[O:6])([CH2:42][CH2:43]2)[CH2:40][O:39]3)[CH:35]=[CH:36][CH:37]=1.